Dataset: TCR-epitope binding with 47,182 pairs between 192 epitopes and 23,139 TCRs. Task: Binary Classification. Given a T-cell receptor sequence (or CDR3 region) and an epitope sequence, predict whether binding occurs between them. The epitope is IYSKHTPINL. The TCR CDR3 sequence is CASSREWSTYEQYF. Result: 0 (the TCR does not bind to the epitope).